The task is: Predict the reactants needed to synthesize the given product.. This data is from Full USPTO retrosynthesis dataset with 1.9M reactions from patents (1976-2016). Given the product [Br:1][C:2]1[CH:10]=[C:9]([C:11]#[C:12][CH2:13][O:14][CH3:15])[C:5]2[O:6][CH2:7][O:8][C:4]=2[C:3]=1[NH:16][C:17]1[C:26]2[C:21](=[CH:22][C:23]([O:29][CH2:30][CH2:31][CH2:32][N:38]3[CH2:39][CH2:40][N:35]([CH3:34])[C:36](=[O:41])[CH2:37]3)=[C:24]([O:27][CH3:28])[CH:25]=2)[N:20]=[CH:19][N:18]=1, predict the reactants needed to synthesize it. The reactants are: [Br:1][C:2]1[CH:10]=[C:9]([C:11]#[C:12][CH2:13][O:14][CH3:15])[C:5]2[O:6][CH2:7][O:8][C:4]=2[C:3]=1[NH:16][C:17]1[C:26]2[C:21](=[CH:22][C:23]([O:29][CH2:30][CH2:31][CH2:32]Cl)=[C:24]([O:27][CH3:28])[CH:25]=2)[N:20]=[CH:19][N:18]=1.[CH3:34][N:35]1[CH2:40][CH2:39][NH:38][CH2:37][C:36]1=[O:41].C(N(CC)CC)C.